From a dataset of Full USPTO retrosynthesis dataset with 1.9M reactions from patents (1976-2016). Predict the reactants needed to synthesize the given product. (1) The reactants are: [C:1]([N:5]1[C:9](=[O:10])[CH:8]=[C:7]([C:11]2[CH:16]=[CH:15][CH:14]=[C:13]([O:17][Si](C(C)(C)C)(C)C)[CH:12]=2)[S:6]1(=[O:26])=[O:25])([CH3:4])([CH3:3])[CH3:2].[F-].C([N+](CCCC)(CCCC)CCCC)CCC. Given the product [C:1]([N:5]1[C:9](=[O:10])[CH:8]=[C:7]([C:11]2[CH:16]=[CH:15][CH:14]=[C:13]([OH:17])[CH:12]=2)[S:6]1(=[O:25])=[O:26])([CH3:4])([CH3:2])[CH3:3], predict the reactants needed to synthesize it. (2) Given the product [C:47]([O:46][C:43]1[CH:42]=[CH:41][C:40]([CH2:39][C@H:35]([NH:34][C:32](=[O:33])[O:31][CH2:30][CH:28]2[C:29]3[CH:17]=[CH:18][CH:19]=[CH:20][C:21]=3[C:22]3[C:27]2=[CH:26][CH:25]=[CH:24][CH:23]=3)[C:36]([N:6]([CH2:5][CH:4]([O:3][CH2:1][CH3:2])[O:14][CH2:15][CH3:16])[CH2:7][C:8]2[CH:13]=[CH:12][CH:11]=[CH:10][N:9]=2)=[O:37])=[CH:45][CH:44]=1)([CH3:50])([CH3:48])[CH3:49], predict the reactants needed to synthesize it. The reactants are: [CH2:1]([O:3][CH:4]([O:14][CH2:15][CH3:16])[CH2:5][NH:6][CH2:7][C:8]1[CH:13]=[CH:12][CH:11]=[CH:10][N:9]=1)[CH3:2].[CH:17]1[C:29]2[CH:28]([CH2:30][O:31][C:32]([NH:34][C@@H:35]([CH2:39][C:40]3[CH:45]=[CH:44][C:43]([O:46][C:47]([CH3:50])([CH3:49])[CH3:48])=[CH:42][CH:41]=3)[C:36](O)=[O:37])=[O:33])[C:27]3[C:22](=[CH:23][CH:24]=[CH:25][CH:26]=3)[C:21]=2[CH:20]=[CH:19][CH:18]=1.